This data is from Full USPTO retrosynthesis dataset with 1.9M reactions from patents (1976-2016). The task is: Predict the reactants needed to synthesize the given product. (1) Given the product [F:1][C:2]1[CH:3]=[C:4]([C@H:9]([CH:15]([C:14]([O:21][CH3:22])=[O:20])[C:16]([O:18][CH3:19])=[O:17])[CH2:10][C:11](=[O:13])[CH3:12])[CH:5]=[CH:6][C:7]=1[F:8], predict the reactants needed to synthesize it. The reactants are: [F:1][C:2]1[CH:3]=[C:4](/[CH:9]=[CH:10]/[C:11](=[O:13])[CH3:12])[CH:5]=[CH:6][C:7]=1[F:8].[C:14]([O:21][CH3:22])(=[O:20])[CH2:15][C:16]([O:18][CH3:19])=[O:17].C(=O)([O-])[O-].[K+].[K+].CCOC(C)=O. (2) Given the product [F:22][C:19]([F:20])([F:21])[C:17]1[CH:16]=[C:15]([C:23]([CH3:44])([CH3:43])[C:24]([N:26]([C:28]2[CH:29]=[N:30][C:31]([N:6]3[CH2:5][CH2:4][N:3]4[CH2:7][CH2:8][C@H:9]([OH:10])[CH:2]4[CH2:1]3)=[CH:32][C:33]=2[C:34]2[CH:39]=[CH:38][C:37]([F:40])=[CH:36][C:35]=2[CH3:41])[CH3:27])=[O:25])[CH:14]=[C:13]([C:12]([F:46])([F:11])[F:45])[CH:18]=1, predict the reactants needed to synthesize it. The reactants are: [CH2:1]1[NH:6][CH2:5][CH2:4][N:3]2[CH2:7][CH2:8][C@H:9]([OH:10])[CH:2]12.[F:11][C:12]([F:46])([F:45])[C:13]1[CH:14]=[C:15]([C:23]([CH3:44])([CH3:43])[C:24]([N:26]([C:28]2[CH:29]=[N:30][C:31](Cl)=[CH:32][C:33]=2[C:34]2[CH:39]=[CH:38][C:37]([F:40])=[CH:36][C:35]=2[CH3:41])[CH3:27])=[O:25])[CH:16]=[C:17]([C:19]([F:22])([F:21])[F:20])[CH:18]=1.C(=O)([O-])[O-].[K+].[K+]. (3) Given the product [F:13][C:14]1[CH:19]=[CH:18][C:17]([NH:20][C:21]([C:23]2[CH:24]=[C:25]([S:29]([NH:1][C@@H:2]([CH3:3])[C:4]([OH:6])=[O:5])(=[O:31])=[O:30])[CH:26]=[CH:27][CH:28]=2)=[O:22])=[CH:16][C:15]=1[CH3:33], predict the reactants needed to synthesize it. The reactants are: [NH2:1][C@H:2]([C:4]([OH:6])=[O:5])[CH3:3].[OH-].[Na+].CC(C)=O.[F:13][C:14]1[CH:19]=[CH:18][C:17]([NH:20][C:21]([C:23]2[CH:24]=[C:25]([S:29](Cl)(=[O:31])=[O:30])[CH:26]=[CH:27][CH:28]=2)=[O:22])=[CH:16][C:15]=1[CH3:33].CCN(C(C)C)C(C)C. (4) Given the product [CH:15]1[C:16]2[C:21](=[CH:20][CH:19]=[CH:18][CH:17]=2)[CH:22]=[CH:23][C:14]=1[S:11]([N:8]1[CH2:9][CH2:10][N:5]([C:3]([CH:2]2[CH2:33][CH:32]2[C:29]2[CH:28]=[CH:27][C:26]([C:25]([F:24])([F:37])[F:38])=[CH:31][CH:30]=2)=[O:4])[CH2:6][CH2:7]1)(=[O:13])=[O:12], predict the reactants needed to synthesize it. The reactants are: Cl[CH2:2][C:3]([N:5]1[CH2:10][CH2:9][N:8]([S:11]([C:14]2[CH:23]=[CH:22][C:21]3[C:16](=[CH:17][CH:18]=[CH:19][CH:20]=3)[CH:15]=2)(=[O:13])=[O:12])[CH2:7][CH2:6]1)=[O:4].[F:24][C:25]([F:38])([F:37])[C:26]1[CH:31]=[CH:30][C:29]([CH2:32][CH2:33]C(O)=O)=[CH:28][CH:27]=1.CCN(C(C)C)C(C)C.CN(C(ON1N=NC2C=CC=NC1=2)=[N+](C)C)C.F[P-](F)(F)(F)(F)F. (5) Given the product [C:25]([C:9]1[CH:10]=[C:11]2[C:6](=[CH:7][CH:8]=1)[N:5]([CH3:13])[C:4](=[O:14])[C:3]([C:15]([NH:17][CH2:18][C:19]([O:21][CH2:22][CH3:23])=[O:20])=[O:16])=[C:2]2[OH:1])#[N:26], predict the reactants needed to synthesize it. The reactants are: [OH:1][C:2]1[C:11]2[C:6](=[CH:7][CH:8]=[C:9](I)[CH:10]=2)[N:5]([CH3:13])[C:4](=[O:14])[C:3]=1[C:15]([NH:17][CH2:18][C:19]([O:21][CH2:22][CH3:23])=[O:20])=[O:16].[Cu](C#N)[C:25]#[N:26]. (6) Given the product [NH2:6][CH2:5][CH2:4][CH2:3][CH2:2][CH2:1][NH:7][C:8](=[O:14])[CH2:9][CH2:10][C:11]([OH:13])=[O:12], predict the reactants needed to synthesize it. The reactants are: [CH2:1]([NH2:7])[CH2:2][CH2:3][CH2:4][CH2:5][NH2:6].[C:8]1(=[O:14])[O:13][C:11](=[O:12])[CH2:10][CH2:9]1. (7) Given the product [C:18]([O:22][C:23]([N:25]1[CH2:29][CH2:28][CH2:27][CH2:26]1)=[O:24])([CH3:21])([CH3:19])[CH3:20], predict the reactants needed to synthesize it. The reactants are: NC1C=CC(C(NC2C=CC(N)=CC=2)=O)=CC=1.[C:18]([O:22][C:23]([N:25]1[CH2:29][CH2:28][CH2:27][CH:26]1C(O)=O)=[O:24])([CH3:21])([CH3:20])[CH3:19].C(OC(N1C2C(=CC=CC=2)C=CC1)=O)C. (8) Given the product [CH3:25][O:26][C:27](=[O:38])[C:28]1[CH:33]=[C:32]([C:34]#[N:35])[CH:31]=[CH:30][C:29]=1[CH2:36][N:15]([CH2:14][C:9]1[C:8]([NH:7][C:6]([O:5][C:1]([CH3:4])([CH3:3])[CH3:2])=[O:24])=[CH:13][CH:12]=[CH:11][N:10]=1)[CH2:16][C:17]1[C:22]([CH3:23])=[CH:21][CH:20]=[CH:19][N:18]=1, predict the reactants needed to synthesize it. The reactants are: [C:1]([O:5][C:6](=[O:24])[NH:7][C:8]1[C:9]([CH2:14][NH:15][CH2:16][C:17]2[C:22]([CH3:23])=[CH:21][CH:20]=[CH:19][N:18]=2)=[N:10][CH:11]=[CH:12][CH:13]=1)([CH3:4])([CH3:3])[CH3:2].[CH3:25][O:26][C:27](=[O:38])[C:28]1[CH:33]=[C:32]([C:34]#[N:35])[CH:31]=[CH:30][C:29]=1[CH2:36]Br.CCN(C(C)C)C(C)C. (9) Given the product [Br:1][C:2]1[CH:3]=[CH:4][CH:5]=[C:6]2[C:11]=1[N:10]=[CH:9][C:8]([C:12]([OH:14])=[O:13])=[C:7]2[NH:17][CH2:18][C:19]1[CH:20]=[CH:21][C:22]([O:25][CH3:26])=[CH:23][CH:24]=1, predict the reactants needed to synthesize it. The reactants are: [Br:1][C:2]1[CH:3]=[CH:4][CH:5]=[C:6]2[C:11]=1[N:10]=[CH:9][C:8]([C:12]([O:14]CC)=[O:13])=[C:7]2[NH:17][CH2:18][C:19]1[CH:24]=[CH:23][C:22]([O:25][CH3:26])=[CH:21][CH:20]=1.O[Li].O.C(O)(=O)CC(CC(O)=O)(C(O)=O)O. (10) Given the product [CH2:1]([O:3][P:4]([CH:9]=[C:10]1[NH:16][CH2:15][CH2:14][N:13]([CH3:17])[C:12]2[CH:18]=[CH:19][C:20]([F:22])=[CH:21][C:11]1=2)(=[O:8])[O:5][CH2:6][CH3:7])[CH3:2], predict the reactants needed to synthesize it. The reactants are: [CH2:1]([O:3][P:4]([CH:9]=[C:10]1[NH:16][CH2:15][CH2:14][N:13]([CH3:17])[C:12]2[CH:18]=[CH:19][CH:20]=[CH:21][C:11]1=2)(=[O:8])[O:5][CH2:6][CH3:7])[CH3:2].[F:22]C1C=CC(F)=CC=1C(O)=O.